From a dataset of Forward reaction prediction with 1.9M reactions from USPTO patents (1976-2016). Predict the product of the given reaction. Given the reactants [N:1]1[CH:6]=[C:5]([C:7]([O:9][CH3:10])=[O:8])[CH:4]=[C:3]([C:11]([O:13][CH3:14])=[O:12])[CH:2]=1, predict the reaction product. The product is: [NH:1]1[CH2:2][CH:3]([C:11]([O:13][CH3:14])=[O:12])[CH2:4][CH:5]([C:7]([O:9][CH3:10])=[O:8])[CH2:6]1.